This data is from NCI-60 drug combinations with 297,098 pairs across 59 cell lines. The task is: Regression. Given two drug SMILES strings and cell line genomic features, predict the synergy score measuring deviation from expected non-interaction effect. (1) Drug 1: C1=CC=C(C(=C1)C(C2=CC=C(C=C2)Cl)C(Cl)Cl)Cl. Drug 2: C1CNP(=O)(OC1)N(CCCl)CCCl. Cell line: MOLT-4. Synergy scores: CSS=12.7, Synergy_ZIP=-1.42, Synergy_Bliss=0.384, Synergy_Loewe=-7.59, Synergy_HSA=0.876. (2) Drug 2: CN(C)C1=NC(=NC(=N1)N(C)C)N(C)C. Drug 1: CC12CCC(CC1=CCC3C2CCC4(C3CC=C4C5=CN=CC=C5)C)O. Synergy scores: CSS=-2.45, Synergy_ZIP=-0.875, Synergy_Bliss=-1.89, Synergy_Loewe=-13.3, Synergy_HSA=-5.11. Cell line: MCF7. (3) Drug 1: C1=C(C(=O)NC(=O)N1)F. Drug 2: C1=NC2=C(N1)C(=S)N=CN2. Cell line: SNB-19. Synergy scores: CSS=26.4, Synergy_ZIP=-4.60, Synergy_Bliss=-6.44, Synergy_Loewe=-4.15, Synergy_HSA=-2.85. (4) Drug 1: CCCS(=O)(=O)NC1=C(C(=C(C=C1)F)C(=O)C2=CNC3=C2C=C(C=N3)C4=CC=C(C=C4)Cl)F. Drug 2: C(CC(=O)O)C(=O)CN.Cl. Cell line: K-562. Synergy scores: CSS=-1.20, Synergy_ZIP=6.01, Synergy_Bliss=3.49, Synergy_Loewe=-74.1, Synergy_HSA=1.29.